Dataset: Reaction yield outcomes from USPTO patents with 853,638 reactions. Task: Predict the reaction yield, written as a fraction of the theoretical maximum amount of product (1.0 means a 100% yield; for example, 0.34 means a 34% yield). (1) The reactants are [S:1]1[CH:5]=[C:4]([C:6]([OH:8])=O)[N:3]=[CH:2]1.C(Cl)(=O)C(Cl)=O.[NH2:15][C:16]1[N:46]=[C:19]2[CH:20]=[CH:21][C:22]([O:24][C:25]3[CH:26]=[C:27]([NH:32][C:33](=[O:45])[C:34]4[CH:39]=[CH:38][CH:37]=[C:36]([C:40]([C:43]#[N:44])([CH3:42])[CH3:41])[CH:35]=4)[CH:28]=[CH:29][C:30]=3[CH3:31])=[CH:23][N:18]2[N:17]=1.C(=O)([O-])O.[Na+]. The catalyst is O1CCCC1.N1C=CC=CC=1.CN(C)C=O. The product is [C:43]([C:40]([C:36]1[CH:35]=[C:34]([C:33]([NH:32][C:27]2[CH:28]=[CH:29][C:30]([CH3:31])=[C:25]([CH:26]=2)[O:24][C:22]2[CH:21]=[CH:20][C:19]3[N:18]([N:17]=[C:16]([NH:15][C:6]([C:4]4[N:3]=[CH:2][S:1][CH:5]=4)=[O:8])[N:46]=3)[CH:23]=2)=[O:45])[CH:39]=[CH:38][CH:37]=1)([CH3:42])[CH3:41])#[N:44]. The yield is 0.820. (2) The reactants are I[C:2]1[CH:8]=[CH:7][C:5]([NH2:6])=[C:4]2[O:9][CH2:10][O:11][C:3]=12.[CH3:12][O:13][CH2:14][CH2:15][C:16]#[CH:17].C(NC(C)C)(C)C. The catalyst is C(OCC)(=O)C.Cl[Pd](Cl)([P](C1C=CC=CC=1)(C1C=CC=CC=1)C1C=CC=CC=1)[P](C1C=CC=CC=1)(C1C=CC=CC=1)C1C=CC=CC=1.[Cu]I. The product is [CH3:12][O:13][CH2:14][CH2:15][C:16]#[C:17][C:2]1[CH:8]=[CH:7][C:5]([NH2:6])=[C:4]2[O:9][CH2:10][O:11][C:3]=12. The yield is 0.820. (3) The reactants are [Cl-].O[NH3+:3].[C:4](=[O:7])([O-])[OH:5].[Na+].CS(C)=O.[CH3:13][C:14]1[O:18][C:17]([C@H:19]2[CH2:24][CH2:23][C@H:22]([N:25]3[C:30](=[O:31])[C:29]([CH2:32][C:33]4[CH:38]=[CH:37][C:36]([C:39]5[C:40]([C:45]#[N:46])=[CH:41][CH:42]=[CH:43][CH:44]=5)=[CH:35][CH:34]=4)=[C:28]([CH2:47][CH2:48][CH3:49])[N:27]4[N:50]=[CH:51][N:52]=[C:26]34)[CH2:21][CH2:20]2)=[N:16][N:15]=1. The catalyst is C(OCC)(=O)C. The product is [CH3:13][C:14]1[O:18][C:17]([C@H:19]2[CH2:20][CH2:21][C@H:22]([N:25]3[C:30](=[O:31])[C:29]([CH2:32][C:33]4[CH:38]=[CH:37][C:36]([C:39]5[CH:44]=[CH:43][CH:42]=[CH:41][C:40]=5[C:45]5[NH:3][C:4](=[O:7])[O:5][N:46]=5)=[CH:35][CH:34]=4)=[C:28]([CH2:47][CH2:48][CH3:49])[N:27]4[N:50]=[CH:51][N:52]=[C:26]34)[CH2:23][CH2:24]2)=[N:16][N:15]=1. The yield is 0.420. (4) The reactants are [OH-].[Li+].[NH2:3][C:4]1[N:5]([C:18]2[C:27]3[C:22](=[CH:23][CH:24]=[CH:25][CH:26]=3)[C:21]([CH:28]3[CH2:30][CH2:29]3)=[CH:20][CH:19]=2)[C:6]([S:9][C:10]([CH3:17])([CH3:16])[C:11]([O:13]CC)=[O:12])=[N:7][N:8]=1.Cl. The catalyst is C1COCC1.CO. The product is [NH2:3][C:4]1[N:5]([C:18]2[C:27]3[C:22](=[CH:23][CH:24]=[CH:25][CH:26]=3)[C:21]([CH:28]3[CH2:30][CH2:29]3)=[CH:20][CH:19]=2)[C:6]([S:9][C:10]([CH3:17])([CH3:16])[C:11]([OH:13])=[O:12])=[N:7][N:8]=1. The yield is 0.740.